This data is from Catalyst prediction with 721,799 reactions and 888 catalyst types from USPTO. The task is: Predict which catalyst facilitates the given reaction. (1) Reactant: [NH2:1][C:2]1[CH:3]=[CH:4][C:5]([Cl:34])=[C:6]([C:8]([N:10]2[CH2:15][CH2:14][CH:13]([N:16]3[C:20](=[O:21])[C:19]([CH3:23])([CH3:22])[C:18]([C:24]4[CH:29]=[CH:28][C:27]([O:30][CH3:31])=[C:26]([O:32][CH3:33])[CH:25]=4)=[N:17]3)[CH2:12][CH2:11]2)=[O:9])[CH:7]=1.[C:35](Cl)(=[O:37])[CH3:36]. Product: [Cl:34][C:5]1[CH:4]=[CH:3][C:2]([NH:1][C:35](=[O:37])[CH3:36])=[CH:7][C:6]=1[C:8]([N:10]1[CH2:11][CH2:12][CH:13]([N:16]2[C:20](=[O:21])[C:19]([CH3:23])([CH3:22])[C:18]([C:24]3[CH:29]=[CH:28][C:27]([O:30][CH3:31])=[C:26]([O:32][CH3:33])[CH:25]=3)=[N:17]2)[CH2:14][CH2:15]1)=[O:9]. The catalyst class is: 2. (2) Reactant: C([O:3][C:4](=[O:44])[CH:5]([N:13]([S:15]([C:18]1[CH:23]=[CH:22][C:21]([N:24]2[C:28]([C:29]3[CH:34]=[CH:33][C:32]([CH2:35][CH3:36])=[CH:31][CH:30]=3)=[CH:27][C:26]([C:37]3[CH:42]=[CH:41][C:40]([Cl:43])=[CH:39][CH:38]=3)=[N:25]2)=[CH:20][CH:19]=1)(=[O:17])=[O:16])[CH3:14])[CH2:6][C:7]1[CH:12]=[CH:11][CH:10]=[CH:9][CH:8]=1)C.[OH-].[K+].Cl. The catalyst class is: 36. Product: [Cl:43][C:40]1[CH:41]=[CH:42][C:37]([C:26]2[CH:27]=[C:28]([C:29]3[CH:30]=[CH:31][C:32]([CH2:35][CH3:36])=[CH:33][CH:34]=3)[N:24]([C:21]3[CH:22]=[CH:23][C:18]([S:15]([N:13]([CH3:14])[CH:5]([CH2:6][C:7]4[CH:8]=[CH:9][CH:10]=[CH:11][CH:12]=4)[C:4]([OH:44])=[O:3])(=[O:17])=[O:16])=[CH:19][CH:20]=3)[N:25]=2)=[CH:38][CH:39]=1. (3) Reactant: [C:1]1([N:7]2[C:12](=[O:13])[C:11]3[S:14][CH:15]=[C:16]([C:17]4[CH:22]=[CH:21][CH:20]=[CH:19][CH:18]=4)[C:10]=3[N:9]=[CH:8]2)C=CC=[CH:3][CH:2]=1.NC1C(C2C=CC=CC=2)=CSC=1C(OC)=O.C(OCC)(OCC)OCC.Cl.C(N)C=C. Product: [CH2:1]([N:7]1[C:12](=[O:13])[C:11]2[S:14][CH:15]=[C:16]([C:17]3[CH:22]=[CH:21][CH:20]=[CH:19][CH:18]=3)[C:10]=2[N:9]=[CH:8]1)[CH:2]=[CH2:3]. The catalyst class is: 15. (4) Product: [CH3:1][O:2][C:3](=[O:12])[C:4]1[C:9]([CH2:10][Br:20])=[CH:8][CH:7]=[CH:6][C:5]=1[Br:11]. The catalyst class is: 855. Reactant: [CH3:1][O:2][C:3](=[O:12])[C:4]1[C:9]([CH3:10])=[CH:8][CH:7]=[CH:6][C:5]=1[Br:11].C1C(=O)N([Br:20])C(=O)C1. (5) The catalyst class is: 25. Product: [F:22][C:23]1[CH:28]=[C:27]([S:29]([CH3:32])(=[O:31])=[O:30])[CH:26]=[CH:25][C:24]=1[NH:33][C@H:34]1[CH2:39][CH2:38][CH2:37][N:36]([CH:40]2[CH2:41][CH2:42][N:43]([C:13]3[S:12][N:6]=[C:7]([CH:8]([CH3:9])[CH3:10])[N:14]=3)[CH2:44][CH2:45]2)[C:35]1=[O:46]. Reactant: CS(O[N:6]=[C:7](Cl)[CH:8]([CH3:10])[CH3:9])(=O)=O.[S-:12][C:13]#[N:14].[Na+].N1C=CC=CC=1.[F:22][C:23]1[CH:28]=[C:27]([S:29]([CH3:32])(=[O:31])=[O:30])[CH:26]=[CH:25][C:24]=1[NH:33][C@H:34]1[CH2:39][CH2:38][CH2:37][N:36]([CH:40]2[CH2:45][CH2:44][NH:43][CH2:42][CH2:41]2)[C:35]1=[O:46]. (6) Reactant: CN1CCOCC1.[NH2:8][C@@H:9]([CH2:14][CH2:15][CH2:16][CH2:17][NH:18][S:19](=[O:29])(=[O:28])[NH:20][C:21]([O:23][C:24]([CH3:27])([CH3:26])[CH3:25])=[O:22])[C:10]([O:12][CH3:13])=[O:11].Cl[C:31]([O:33][CH2:34][CH3:35])=[O:32].[N-]=C=O. Product: [C:24]([O:23][C:21]([NH:20][S:19]([NH:18][CH2:17][CH2:16][CH2:15][CH2:14][C@H:9]([NH:8][C:31]([O:33][CH2:34][CH3:35])=[O:32])[C:10]([O:12][CH3:13])=[O:11])(=[O:28])=[O:29])=[O:22])([CH3:25])([CH3:26])[CH3:27]. The catalyst class is: 4. (7) Reactant: [F:1][C:2]([F:25])([F:24])[CH2:3][N:4]1[C:8]([C:9]2[N:18]=[C:17]3[N:11]([CH2:12][CH2:13][O:14][C:15]4[CH:22]=[C:21]([OH:23])[CH:20]=[CH:19][C:16]=43)[CH:10]=2)=[N:7][CH:6]=[N:5]1.COC(=O)C(O)C(C)C.[C:35]([O:39][C:40](=[O:44])[C@H:41](O)[CH3:42])([CH3:38])([CH3:37])[CH3:36].CO. Product: [C:35]([O:39][C:40](=[O:44])[C@@H:41]([O:23][C:21]1[CH:20]=[CH:19][C:16]2[C:17]3[N:11]([CH2:12][CH2:13][O:14][C:15]=2[CH:22]=1)[CH:10]=[C:9]([C:8]1[N:4]([CH2:3][C:2]([F:24])([F:1])[F:25])[N:5]=[CH:6][N:7]=1)[N:18]=3)[CH3:42])([CH3:38])([CH3:37])[CH3:36]. The catalyst class is: 13.